Dataset: NCI-60 drug combinations with 297,098 pairs across 59 cell lines. Task: Regression. Given two drug SMILES strings and cell line genomic features, predict the synergy score measuring deviation from expected non-interaction effect. (1) Drug 1: CCCS(=O)(=O)NC1=C(C(=C(C=C1)F)C(=O)C2=CNC3=C2C=C(C=N3)C4=CC=C(C=C4)Cl)F. Drug 2: CC12CCC(CC1=CCC3C2CCC4(C3CC=C4C5=CN=CC=C5)C)O. Cell line: SNB-19. Synergy scores: CSS=1.82, Synergy_ZIP=1.68, Synergy_Bliss=2.10, Synergy_Loewe=-1.72, Synergy_HSA=-0.797. (2) Synergy scores: CSS=37.9, Synergy_ZIP=3.02, Synergy_Bliss=0.683, Synergy_Loewe=-3.19, Synergy_HSA=2.13. Drug 1: CC1=C2C(C(=O)C3(C(CC4C(C3C(C(C2(C)C)(CC1OC(=O)C(C(C5=CC=CC=C5)NC(=O)OC(C)(C)C)O)O)OC(=O)C6=CC=CC=C6)(CO4)OC(=O)C)OC)C)OC. Drug 2: C1=NNC2=C1C(=O)NC=N2. Cell line: U251. (3) Drug 1: C1=NC2=C(N=C(N=C2N1C3C(C(C(O3)CO)O)O)F)N. Drug 2: N.N.Cl[Pt+2]Cl. Cell line: U251. Synergy scores: CSS=48.5, Synergy_ZIP=3.43, Synergy_Bliss=5.56, Synergy_Loewe=-2.73, Synergy_HSA=6.50. (4) Drug 1: CS(=O)(=O)OCCCCOS(=O)(=O)C. Drug 2: C1=NNC2=C1C(=O)NC=N2. Cell line: NCI/ADR-RES. Synergy scores: CSS=4.34, Synergy_ZIP=-4.62, Synergy_Bliss=-2.32, Synergy_Loewe=-5.38, Synergy_HSA=-3.02. (5) Drug 1: C1CC(=O)NC(=O)C1N2CC3=C(C2=O)C=CC=C3N. Drug 2: CCC1=C2CN3C(=CC4=C(C3=O)COC(=O)C4(CC)O)C2=NC5=C1C=C(C=C5)O. Cell line: MDA-MB-435. Synergy scores: CSS=12.9, Synergy_ZIP=-2.40, Synergy_Bliss=1.53, Synergy_Loewe=-1.32, Synergy_HSA=-1.89. (6) Drug 1: CC12CCC(CC1=CCC3C2CCC4(C3CC=C4C5=CN=CC=C5)C)O. Drug 2: CS(=O)(=O)CCNCC1=CC=C(O1)C2=CC3=C(C=C2)N=CN=C3NC4=CC(=C(C=C4)OCC5=CC(=CC=C5)F)Cl. Cell line: RPMI-8226. Synergy scores: CSS=31.1, Synergy_ZIP=4.20, Synergy_Bliss=5.77, Synergy_Loewe=-10.4, Synergy_HSA=-2.45. (7) Drug 1: CC1=C(C(CCC1)(C)C)C=CC(=CC=CC(=CC(=O)O)C)C. Drug 2: C#CCC(CC1=CN=C2C(=N1)C(=NC(=N2)N)N)C3=CC=C(C=C3)C(=O)NC(CCC(=O)O)C(=O)O. Cell line: SF-268. Synergy scores: CSS=35.4, Synergy_ZIP=3.19, Synergy_Bliss=0.839, Synergy_Loewe=-6.79, Synergy_HSA=0.269. (8) Drug 1: C1CCC(CC1)NC(=O)N(CCCl)N=O. Drug 2: CC1=C(C=C(C=C1)C(=O)NC2=CC(=CC(=C2)C(F)(F)F)N3C=C(N=C3)C)NC4=NC=CC(=N4)C5=CN=CC=C5. Cell line: MOLT-4. Synergy scores: CSS=26.4, Synergy_ZIP=2.60, Synergy_Bliss=2.81, Synergy_Loewe=-2.33, Synergy_HSA=-1.66. (9) Drug 2: C#CCC(CC1=CN=C2C(=N1)C(=NC(=N2)N)N)C3=CC=C(C=C3)C(=O)NC(CCC(=O)O)C(=O)O. Drug 1: CC1=C(C(=CC=C1)Cl)NC(=O)C2=CN=C(S2)NC3=CC(=NC(=N3)C)N4CCN(CC4)CCO. Cell line: CCRF-CEM. Synergy scores: CSS=63.9, Synergy_ZIP=7.14, Synergy_Bliss=5.52, Synergy_Loewe=-29.6, Synergy_HSA=-0.0233.